Dataset: Full USPTO retrosynthesis dataset with 1.9M reactions from patents (1976-2016). Task: Predict the reactants needed to synthesize the given product. Given the product [C:1]1([N:7]=[C:8]([S:26][C:19]2[CH:24]=[CH:23][CH:22]=[CH:21][CH:20]=2)[CH:9]=[CH:10][O:11][C:12]2[CH:17]=[CH:16][CH:15]=[CH:14][CH:13]=2)[CH:6]=[CH:5][CH:4]=[CH:3][CH:2]=1, predict the reactants needed to synthesize it. The reactants are: [C:1]1([NH:7][C:8](=O)[CH:9]=[CH:10][O:11][C:12]2[CH:17]=[CH:16][CH:15]=[CH:14][CH:13]=2)[CH:6]=[CH:5][CH:4]=[CH:3][CH:2]=1.[C:19]1(C)[CH:24]=[CH:23][CH:22]=[CH:21][CH:20]=1.[S:26](Cl)(Cl)=O.